Dataset: Forward reaction prediction with 1.9M reactions from USPTO patents (1976-2016). Task: Predict the product of the given reaction. (1) Given the reactants [N-]1C=CCC1=O.[CH3:7][CH:8]([NH:10][CH2:11][CH:12]([OH:25])[CH2:13][O:14][C:15]1[CH:16]=[CH:17][CH:18]=[C:19]2[CH:24]=[CH:23][CH:22]=[CH:21][C:20]=12)[CH3:9].Cl, predict the reaction product. The product is: [CH3:9][CH:8]([NH:10][CH2:11][CH:12]([OH:25])[CH2:13][O:14][C:15]1[CH:16]=[CH:17][CH:18]=[C:19]2[CH:24]=[CH:23][CH:22]=[CH:21][C:20]=12)[CH3:7]. (2) Given the reactants [CH2:1]([N:8]1[CH2:13][CH2:12][C:11](=O)[CH:10](C(OCC)=O)[CH2:9]1)[C:2]1[CH:7]=[CH:6][CH:5]=[CH:4][CH:3]=1.[CH3:20][C:21]1[CH:22]=[C:23]([NH2:29])[C:24]([NH2:28])=[CH:25][C:26]=1[CH3:27].[C:30](OCC)(=[O:32])C.CO, predict the reaction product. The product is: [CH3:20][C:21]1[C:26]([CH3:27])=[CH:25][C:24]2[N:28]([C:11]3[CH2:12][CH2:13][N:8]([CH2:1][C:2]4[CH:3]=[CH:4][CH:5]=[CH:6][CH:7]=4)[CH2:9][CH:10]=3)[C:30](=[O:32])[NH:29][C:23]=2[CH:22]=1. (3) Given the reactants [OH:1][C:2]1[C:11]2[C:6](=[CH:7][CH:8]=[CH:9][CH:10]=2)[C:5]([NH:12][C:13](=[O:15])[CH3:14])=[CH:4][CH:3]=1.[Cl:16][C:17]1[CH:22]=[N:21][CH:20]=[C:19](Cl)[N:18]=1, predict the reaction product. The product is: [Cl:16][C:17]1[N:18]=[C:19]([O:1][C:2]2[C:11]3[C:6](=[CH:7][CH:8]=[CH:9][CH:10]=3)[C:5]([NH:12][C:13](=[O:15])[CH3:14])=[CH:4][CH:3]=2)[CH:20]=[N:21][CH:22]=1.